From a dataset of Full USPTO retrosynthesis dataset with 1.9M reactions from patents (1976-2016). Predict the reactants needed to synthesize the given product. (1) Given the product [CH3:1][C:2]1([CH3:15])[CH2:11][CH2:10][C:9]2[C:4](=[C:5]([C:12]([O:14][CH3:17])=[O:13])[CH:6]=[CH:7][CH:8]=2)[O:3]1, predict the reactants needed to synthesize it. The reactants are: [CH3:1][C:2]1([CH3:15])[CH2:11][CH2:10][C:9]2[C:4](=[C:5]([C:12]([OH:14])=[O:13])[CH:6]=[CH:7][CH:8]=2)[O:3]1.[Si](C=[N+]=[N-])(C)(C)[CH3:17].C(O)(=O)C. (2) Given the product [C:16]([O:15][C:13]([N:1]1[CH2:2][CH2:3][CH:4]([C:5]([O:7][CH2:8][CH3:9])=[O:6])[CH2:10][CH2:11]1)=[O:14])([CH3:19])([CH3:18])[CH3:17], predict the reactants needed to synthesize it. The reactants are: [NH:1]1[CH2:11][CH2:10][CH:4]([C:5]([O:7][CH2:8][CH3:9])=[O:6])[CH2:3][CH2:2]1.O.[C:13](O[C:13]([O:15][C:16]([CH3:19])([CH3:18])[CH3:17])=[O:14])([O:15][C:16]([CH3:19])([CH3:18])[CH3:17])=[O:14]. (3) The reactants are: [F:1][C:2]([F:14])([F:13])[CH2:3][O:4][C:5]1[CH:6]=[CH:7][C:8]([CH2:11]O)=[N:9][CH:10]=1.[K+].[Br-].C(=O)(O)[O-].[O-]Cl.[Na+].FC(F)(F)COC1C=CC(C=O)=NC=1.[CH3:38][C:39]([S@:42]([NH2:44])=[O:43])([CH3:41])[CH3:40]. Given the product [CH3:38][C:39]([S@:42]([N:44]=[CH:11][C:8]1[CH:7]=[CH:6][C:5]([O:4][CH2:3][C:2]([F:14])([F:13])[F:1])=[CH:10][N:9]=1)=[O:43])([CH3:41])[CH3:40], predict the reactants needed to synthesize it. (4) Given the product [CH3:41][S:38]([C:35]1[CH:34]=[CH:33][C:32]([NH:31][C:30](=[O:42])[CH2:29][CH:26]2[CH2:25][CH2:24][N:23]([CH2:22][CH2:21][N:14]([C:15]3[CH:20]=[CH:19][CH:18]=[CH:17][CH:16]=3)[CH:11]3[CH2:10][CH2:9][NH:8][CH2:13][CH2:12]3)[CH2:28][CH2:27]2)=[CH:37][CH:36]=1)(=[O:39])=[O:40], predict the reactants needed to synthesize it. The reactants are: C(OC([N:8]1[CH2:13][CH2:12][CH:11]([N:14]([CH2:21][CH2:22][N:23]2[CH2:28][CH2:27][CH:26]([CH2:29][C:30](=[O:42])[NH:31][C:32]3[CH:37]=[CH:36][C:35]([S:38]([CH3:41])(=[O:40])=[O:39])=[CH:34][CH:33]=3)[CH2:25][CH2:24]2)[C:15]2[CH:20]=[CH:19][CH:18]=[CH:17][CH:16]=2)[CH2:10][CH2:9]1)=O)(C)(C)C.C(O)(C(F)(F)F)=O. (5) The reactants are: [Cl:1][C:2]1[CH:3]=[CH:4][C:5]2[O:9][C:8]([CH2:10]O)=[C:7]([CH3:12])[C:6]=2[CH:13]=1.P(Br)(Br)[Br:15].CN(C=O)C. Given the product [Br:15][CH2:10][C:8]1[O:9][C:5]2[CH:4]=[CH:3][C:2]([Cl:1])=[CH:13][C:6]=2[C:7]=1[CH3:12], predict the reactants needed to synthesize it. (6) Given the product [OH:38][C@@H:39]1[CH2:43][CH2:42][CH2:41][C@H:40]1[NH:44][C:3]1[N:2]([CH3:1])[C:7](=[O:8])[CH:6]=[CH:5][N:4]=1, predict the reactants needed to synthesize it. The reactants are: [CH3:1][N:2]1[C:7](=[O:8])[CH:6]=[CH:5][NH:4][C:3]1=O.F[P-](F)(F)(F)(F)F.N1(O[P+](N(C)C)(N(C)C)N(C)C)C2C=CC=CC=2N=N1.Cl.[OH:38][C@@H:39]1[CH2:43][CH2:42][CH2:41][C@H:40]1[NH2:44].C1CCN2C(=NCCC2)CC1.